Dataset: Full USPTO retrosynthesis dataset with 1.9M reactions from patents (1976-2016). Task: Predict the reactants needed to synthesize the given product. (1) Given the product [N:18]1([CH:10]2[CH2:9][NH:8][CH2:7][CH:6]2[OH:5])[CH2:23][CH2:22][NH:21][CH2:20][CH2:19]1, predict the reactants needed to synthesize it. The reactants are: C(=O)(O)N.[O:5]1[CH:10]2[CH:6]1[CH2:7][NH:8][CH2:9]2.C([N:18]1[CH2:23][CH2:22][NH:21][CH2:20][CH2:19]1)(OC(C)(C)C)=O. (2) The reactants are: [CH:1]1([CH2:6][C:7]2[N:11]([C:12]3[CH:17]=[CH:16][C:15]([C:18]([NH:20][CH2:21][CH3:22])=[O:19])=[CH:14][CH:13]=3)[N:10]=[N:9][C:8]=2[C:23]([OH:25])=O)[CH2:5][CH2:4][CH2:3][CH2:2]1.C1C=C[C:29]2N(O)N=[N:32][C:30]=2[CH:31]=1.C1(N)CC1.CCN=C=NCCCN(C)C. Given the product [CH:1]1([CH2:6][C:7]2[N:11]([C:12]3[CH:17]=[CH:16][C:15]([C:18]([NH:20][CH2:21][CH3:22])=[O:19])=[CH:14][CH:13]=3)[N:10]=[N:9][C:8]=2[C:23]([NH:32][CH:30]2[CH2:31][CH2:29]2)=[O:25])[CH2:5][CH2:4][CH2:3][CH2:2]1, predict the reactants needed to synthesize it. (3) Given the product [CH3:40][N+:5]([CH3:4])([CH3:39])[CH2:6][C@H:7]([NH:16][C:17]([NH:19][CH2:20][CH2:21][CH2:22][CH2:23][CH2:24][CH2:25][CH2:26][C:27]1[CH:28]=[CH:29][C:30]([C:33]2[CH:34]=[CH:35][CH:36]=[CH:37][CH:38]=2)=[CH:31][CH:32]=1)=[O:18])[CH2:8][C:9]([O-:11])=[O:10], predict the reactants needed to synthesize it. The reactants are: C([O-])=O.[CH3:4][N+:5]([CH3:40])([CH3:39])[CH2:6][C@H:7]([NH:16][C:17]([NH:19][CH2:20][CH2:21][CH2:22][CH2:23][CH2:24][CH2:25][CH2:26][C:27]1[CH:32]=[CH:31][C:30]([C:33]2[CH:38]=[CH:37][CH:36]=[CH:35][CH:34]=2)=[CH:29][CH:28]=1)=[O:18])[CH2:8][C:9]([O:11]CC(C)C)=[O:10]. (4) Given the product [C:1]([NH:24][CH2:25][CH2:26][NH:27][P:28](=[O:55])([O:48][C:49]1[CH:54]=[CH:53][CH:52]=[CH:51][CH:50]=1)[O:29][CH2:30][C@@H:31]1[C@@H:35]([N:36]=[N+:37]=[N-:38])[CH2:34][C@@H:33]([N:39]2[CH:44]=[C:43]([CH3:45])[C:42](=[O:46])[NH:41][C:40]2=[O:47])[O:32]1)(=[O:23])[CH2:2][CH2:3][CH2:4]/[CH:5]=[CH:6]\[CH2:7]/[CH:8]=[CH:9]\[CH2:10]/[CH:11]=[CH:12]\[CH2:13]/[CH:14]=[CH:15]\[CH2:16]/[CH:17]=[CH:18]\[CH2:19][CH3:20], predict the reactants needed to synthesize it. The reactants are: [C:1]([NH:24][CH2:25][CH2:26][NH:27][P:28](=[O:55])([O:48][C:49]1[CH:54]=[CH:53][CH:52]=[CH:51][CH:50]=1)[O:29][CH2:30][C@@H:31]1[C@@H:35]([N:36]=[N+:37]=[N-:38])[CH2:34][C@@H:33]([N:39]2[CH:44]=[C:43]([CH3:45])[C:42](=[O:46])[NH:41][C:40]2=[O:47])[O:32]1)(=[O:23])[CH2:2][CH2:3]/[CH:4]=[CH:5]\[CH2:6]/[CH:7]=[CH:8]\[CH2:9]/[CH:10]=[CH:11]\[CH2:12]/[CH:13]=[CH:14]\[CH2:15]/[CH:16]=[CH:17]\[CH2:18]/[CH:19]=[CH:20]\CC.NCCNC(=O)CCC/C=C\C/C=C\C/C=C\C/C=C\C/C=C\CC.NCCNC(=O)CCC=CCC=CCC=CCC=CCC=CCC=CCC. (5) Given the product [CH3:23][C:24]1[CH:29]=[CH:28][C:27]([C:30]2[CH2:35][CH2:34][CH2:33][CH2:32][C:31]=2[C:36]([NH:1][C:2]2[CH:7]=[CH:6][C:5]([N:8]([CH2:16][CH2:17][N:18]3[CH:22]=[CH:21][CH:20]=[N:19]3)[C:9](=[O:15])[O:10][C:11]([CH3:14])([CH3:12])[CH3:13])=[CH:4][CH:3]=2)=[O:37])=[CH:26][CH:25]=1, predict the reactants needed to synthesize it. The reactants are: [NH2:1][C:2]1[CH:7]=[CH:6][C:5]([N:8]([CH2:16][CH2:17][N:18]2[CH:22]=[CH:21][CH:20]=[N:19]2)[C:9](=[O:15])[O:10][C:11]([CH3:14])([CH3:13])[CH3:12])=[CH:4][CH:3]=1.[CH3:23][C:24]1[CH:29]=[CH:28][C:27]([C:30]2[CH2:35][CH2:34][CH2:33][CH2:32][C:31]=2[C:36](O)=[O:37])=[CH:26][CH:25]=1.O.ON1C2C=CC=CC=2N=N1.Cl.CN(C)CCCN=C=NCC. (6) The reactants are: [Br:1]Br.[CH3:3][C:4]1[N:5]=[C:6]2[CH:11]=[CH:10][CH:9]=[CH:8][N:7]2[C:12]=1[C:13](=[O:15])[CH3:14]. Given the product [Br:1][CH2:14][C:13]([C:12]1[N:7]2[CH:8]=[CH:9][CH:10]=[CH:11][C:6]2=[N:5][C:4]=1[CH3:3])=[O:15], predict the reactants needed to synthesize it.